This data is from NCI-60 drug combinations with 297,098 pairs across 59 cell lines. The task is: Regression. Given two drug SMILES strings and cell line genomic features, predict the synergy score measuring deviation from expected non-interaction effect. (1) Synergy scores: CSS=-9.22, Synergy_ZIP=0.470, Synergy_Bliss=-5.83, Synergy_Loewe=-10.1, Synergy_HSA=-8.23. Drug 2: COC1=C2C(=CC3=C1OC=C3)C=CC(=O)O2. Drug 1: CC1=CC=C(C=C1)C2=CC(=NN2C3=CC=C(C=C3)S(=O)(=O)N)C(F)(F)F. Cell line: LOX IMVI. (2) Drug 1: CC(C1=C(C=CC(=C1Cl)F)Cl)OC2=C(N=CC(=C2)C3=CN(N=C3)C4CCNCC4)N. Drug 2: CC1=C(C=C(C=C1)NC(=O)C2=CC=C(C=C2)CN3CCN(CC3)C)NC4=NC=CC(=N4)C5=CN=CC=C5. Cell line: U251. Synergy scores: CSS=11.8, Synergy_ZIP=4.17, Synergy_Bliss=5.75, Synergy_Loewe=5.94, Synergy_HSA=5.85. (3) Drug 2: CC1CCCC2(C(O2)CC(NC(=O)CC(C(C(=O)C(C1O)C)(C)C)O)C(=CC3=CSC(=N3)C)C)C. Cell line: MCF7. Synergy scores: CSS=33.4, Synergy_ZIP=-7.49, Synergy_Bliss=-9.78, Synergy_Loewe=-3.29, Synergy_HSA=-2.36. Drug 1: C1CN1C2=NC(=NC(=N2)N3CC3)N4CC4. (4) Drug 1: COC1=C(C=C2C(=C1)N=CN=C2NC3=CC(=C(C=C3)F)Cl)OCCCN4CCOCC4. Drug 2: CC1=C(C(=O)C2=C(C1=O)N3CC4C(C3(C2COC(=O)N)OC)N4)N. Synergy scores: CSS=46.9, Synergy_ZIP=-1.29, Synergy_Bliss=-0.0589, Synergy_Loewe=1.36, Synergy_HSA=3.22. Cell line: HOP-62. (5) Drug 1: CN1CCC(CC1)COC2=C(C=C3C(=C2)N=CN=C3NC4=C(C=C(C=C4)Br)F)OC. Drug 2: C1=NC2=C(N1)C(=S)N=C(N2)N. Cell line: T-47D. Synergy scores: CSS=10.4, Synergy_ZIP=-6.23, Synergy_Bliss=0.543, Synergy_Loewe=-5.76, Synergy_HSA=0.202. (6) Drug 1: CC12CCC3C(C1CCC2=O)CC(=C)C4=CC(=O)C=CC34C. Drug 2: CC1=CC=C(C=C1)C2=CC(=NN2C3=CC=C(C=C3)S(=O)(=O)N)C(F)(F)F. Cell line: HL-60(TB). Synergy scores: CSS=64.2, Synergy_ZIP=1.86, Synergy_Bliss=1.94, Synergy_Loewe=1.76, Synergy_HSA=0.675. (7) Drug 1: CN(CCCl)CCCl.Cl. Drug 2: CN(C(=O)NC(C=O)C(C(C(CO)O)O)O)N=O. Cell line: SK-MEL-5. Synergy scores: CSS=8.87, Synergy_ZIP=-4.12, Synergy_Bliss=2.17, Synergy_Loewe=-11.7, Synergy_HSA=0.639. (8) Drug 1: C1=CC(=CC=C1C#N)C(C2=CC=C(C=C2)C#N)N3C=NC=N3. Drug 2: CC1=C2C(C(=O)C3(C(CC4C(C3C(C(C2(C)C)(CC1OC(=O)C(C(C5=CC=CC=C5)NC(=O)OC(C)(C)C)O)O)OC(=O)C6=CC=CC=C6)(CO4)OC(=O)C)O)C)O. Synergy scores: CSS=0.655, Synergy_ZIP=0.419, Synergy_Bliss=-3.30, Synergy_Loewe=-5.56, Synergy_HSA=-4.66. Cell line: T-47D. (9) Drug 1: C1CN(CCN1C(=O)CCBr)C(=O)CCBr. Drug 2: C(CCl)NC(=O)N(CCCl)N=O. Cell line: NCI-H460. Synergy scores: CSS=59.8, Synergy_ZIP=7.32, Synergy_Bliss=6.99, Synergy_Loewe=-9.62, Synergy_HSA=7.59. (10) Drug 1: CN(CC1=CN=C2C(=N1)C(=NC(=N2)N)N)C3=CC=C(C=C3)C(=O)NC(CCC(=O)O)C(=O)O. Drug 2: CC1CCCC2(C(O2)CC(NC(=O)CC(C(C(=O)C(C1O)C)(C)C)O)C(=CC3=CSC(=N3)C)C)C. Cell line: CAKI-1. Synergy scores: CSS=35.7, Synergy_ZIP=-5.02, Synergy_Bliss=-9.22, Synergy_Loewe=-9.88, Synergy_HSA=-9.11.